Task: Regression. Given a peptide amino acid sequence and an MHC pseudo amino acid sequence, predict their binding affinity value. This is MHC class I binding data.. Dataset: Peptide-MHC class I binding affinity with 185,985 pairs from IEDB/IMGT (1) The peptide sequence is IEIKDTKEAL. The MHC is HLA-A33:01 with pseudo-sequence HLA-A33:01. The binding affinity (normalized) is 0. (2) The peptide sequence is REMGIVDLL. The MHC is HLA-B15:09 with pseudo-sequence HLA-B15:09. The binding affinity (normalized) is 0.0847. (3) The peptide sequence is HQIWLALRY. The MHC is HLA-A69:01 with pseudo-sequence HLA-A69:01. The binding affinity (normalized) is 0.0847. (4) The MHC is HLA-B40:01 with pseudo-sequence HLA-B40:01. The peptide sequence is EEFTMVGRR. The binding affinity (normalized) is 0.0847. (5) The peptide sequence is LSDLKKTIY. The MHC is HLA-B07:02 with pseudo-sequence HLA-B07:02. The binding affinity (normalized) is 0.0847. (6) The peptide sequence is ARLKIRGSL. The MHC is HLA-B40:01 with pseudo-sequence HLA-B40:01. The binding affinity (normalized) is 0.0639. (7) The peptide sequence is LPYNWKNFY. The MHC is HLA-B35:01 with pseudo-sequence HLA-B35:01. The binding affinity (normalized) is 1.00. (8) The peptide sequence is IPLQASLPF. The MHC is Mamu-A2201 with pseudo-sequence Mamu-A2201. The binding affinity (normalized) is 0.852.